Dataset: Full USPTO retrosynthesis dataset with 1.9M reactions from patents (1976-2016). Task: Predict the reactants needed to synthesize the given product. Given the product [ClH:20].[NH2:12][C@@H:9]([CH2:10][CH3:11])[C:7]([N:1]1[CH2:2][CH2:3][O:4][CH2:5][CH2:6]1)=[O:8], predict the reactants needed to synthesize it. The reactants are: [N:1]1([C:7]([C@@H:9]([NH:12]C(=O)OC(C)(C)C)[CH2:10][CH3:11])=[O:8])[CH2:6][CH2:5][O:4][CH2:3][CH2:2]1.[ClH:20].